From a dataset of Reaction yield outcomes from USPTO patents with 853,638 reactions. Predict the reaction yield, written as a fraction of the theoretical maximum amount of product (1.0 means a 100% yield; for example, 0.34 means a 34% yield). (1) The reactants are [OH:1][C@@H:2]1[C@H:6]([OH:7])[C@@H:5]([CH2:8][OH:9])[NH:4][C@H:3]1[C:10]1[C:14]2[N:15]=[CH:16][NH:17][C:18](=[O:19])[C:13]=2[NH:12][CH:11]=1.CO.C(N(CC)CC)C.[CH3:29][C:30]([O:33][C:34](O[C:34]([O:33][C:30]([CH3:32])([CH3:31])[CH3:29])=[O:35])=[O:35])([CH3:32])[CH3:31]. The catalyst is O. The product is [OH:7][C@H:6]1[C@@H:2]([OH:1])[C@H:3]([C:10]2[C:14]3[N:15]=[CH:16][NH:17][C:18](=[O:19])[C:13]=3[NH:12][CH:11]=2)[N:4]([C:34]([O:33][C:30]([CH3:32])([CH3:31])[CH3:29])=[O:35])[C@@H:5]1[CH2:8][OH:9]. The yield is 1.00. (2) The reactants are P(Cl)(Cl)([Cl:3])=O.[F:6][C:7]1[C:8](O)=[N:9][CH:10]=[N:11][C:12]=1O.CN(C)C1C=CC=CC=1.[Cl-:24].[Na+].O. No catalyst specified. The product is [Cl:24][C:8]1[C:7]([F:6])=[C:12]([Cl:3])[N:11]=[CH:10][N:9]=1. The yield is 0.506. (3) The reactants are Cl[S:2]([CH2:5][CH2:6][CH2:7][NH:8][C:9](=[O:11])[CH3:10])(=[O:4])=[O:3].[C:12]([O:16][C:17]([NH:19][CH2:20][C:21]([CH3:25])([CH3:24])[CH2:22][OH:23])=[O:18])([CH3:15])([CH3:14])[CH3:13].N1C=CC=CC=1. The catalyst is ClCCl.CN(C1C=CN=CC=1)C. The product is [C:9]([NH:8][CH2:7][CH2:6][CH2:5][S:2]([O:23][CH2:22][C:21]([CH3:25])([CH3:24])[CH2:20][NH:19][C:17]([O:16][C:12]([CH3:15])([CH3:14])[CH3:13])=[O:18])(=[O:4])=[O:3])(=[O:11])[CH3:10]. The yield is 0.200. (4) The reactants are [I:1][C:2]1[CH:7]=[CH:6][C:5]([CH:8]([NH:13]S(C(C)(C)C)=O)[CH2:9][CH:10]([CH3:12])[CH3:11])=[CH:4][CH:3]=1.[ClH:20].O1CCOCC1. The catalyst is CO. The product is [ClH:20].[I:1][C:2]1[CH:3]=[CH:4][C:5]([CH:8]([NH2:13])[CH2:9][CH:10]([CH3:11])[CH3:12])=[CH:6][CH:7]=1. The yield is 1.00. (5) The reactants are [NH2:1][C:2]1[N:6]([CH3:7])[N:5]=[CH:4][C:3]=1[C:8]([NH2:10])=[O:9].[F:11][C:12]([F:23])([C:16]1[CH:21]=[CH:20][C:19]([F:22])=[CH:18][N:17]=1)[C:13]([O-])=O.[Na+].C[Si](OP(=O)=O)(C)C.CCOC(C)=O. The catalyst is O. The product is [F:23][C:12]([F:11])([C:16]1[CH:21]=[CH:20][C:19]([F:22])=[CH:18][N:17]=1)[C:13]1[N:1]=[C:2]2[N:6]([CH3:7])[N:5]=[CH:4][C:3]2=[C:8]([OH:9])[N:10]=1. The yield is 0.440. (6) The reactants are [C:1]([O:5][C:6]([NH:8][CH2:9][CH2:10][CH:11]1[CH2:16][CH2:15][NH:14][CH2:13][CH2:12]1)=[O:7])([CH3:4])([CH3:3])[CH3:2].C[Si]([N:21]=[C:22]=[O:23])(C)C. The catalyst is ClCCl. The product is [C:1]([O:5][C:6]([NH:8][CH2:9][CH2:10][CH:11]1[CH2:12][CH2:13][N:14]([C:22]([NH2:21])=[O:23])[CH2:15][CH2:16]1)=[O:7])([CH3:4])([CH3:2])[CH3:3]. The yield is 0.520.